The task is: Binary Classification. Given a miRNA mature sequence and a target amino acid sequence, predict their likelihood of interaction.. This data is from Experimentally validated miRNA-target interactions with 360,000+ pairs, plus equal number of negative samples. (1) The miRNA is mmu-miR-503-5p with sequence UAGCAGCGGGAACAGUACUGCAG. The protein sequence of the target gene is MFLEMLNPMQYNVTIMVPETVTVSAMPLLLIMGLLLLIWNCESSSSIPGPGYCLGIGPLISHGRFLWMGIGSACNYYNKMYGEFMRVWISGEETLIISKSSSMFHVMKHSHYISRFGSKRGLQCIGMHENGIIFNNNPSLWRTIRPFFMKALTGPGLVRMVEVCVESIKQHLDRLGEVTDTSGYVDVLTLMRHIMLDTSNMLFLGIPLDESAIVKKIQGYFNAWQALLIKPNIFFKISWLYRKYERSVKDLKDEIAVLVEKKRHKVSTAEKLEDCMDFATDLIFAERRGDLTKENVNQCI.... Result: 1 (interaction). (2) The miRNA is hsa-miR-584-5p with sequence UUAUGGUUUGCCUGGGACUGAG. The protein sequence of the target gene is MAAAGGSSNCPPPPPPPPPNNNNNNNTPKSPGVPDAEDDDERRHDELPEDINNFDEDMNRQFENMNLLDQVELLAQSYSLLDHLDDFDDDDEDDDFDPEPDQDELPEYSDDDDLELQGAAAAPIPNFFSDDDCLEDLPEKFDGNPDMLGPFMYQCQLFMEKSTRDFSVDRIRVCFVTSMLIGRAARWATAKLQRCTYLMHNYTAFMMELKHVFEDPQRREAAKRKIRRLRQGPGPVVDYSNAFQMIAQDLDWTEPALMDQFQEGLNPDIRAELSRQEAPKTLAALITACIHIERRLARDA.... Result: 0 (no interaction). (3) The miRNA is hsa-miR-6124 with sequence GGGAAAAGGAAGGGGGAGGA. The protein sequence of the target gene is MTTPALLPLSGRRIPPLNLGPPSFPHHRATLRLSEKFILLLILSAFITLCFGAFFFLPDSSKHKRFDLGLEDVLIPHVDAGKGAKNPGVFLIHGPDEHRHREEEERLRNKIRADHEKALEEAKEKLRKSREEIRAEIQTEKNKVVQEMKIKENKPLPPVPIPNLVGIRGGDPEDNDIREKREKIKEMMKHAWDNYRTYGWGHNELRPIARKGHSPNIFGSSQMGATIVDALDTLYIMGLHDEFLDGQRWIEDNLDFSVNSEVSVFEVNIRFIGGLLAAYYLSGEEIFKIKAVQLAEKLLP.... Result: 1 (interaction). (4) The miRNA is mmu-miR-3082-5p with sequence GACAGAGUGUGUGUGUCUGUGU. The protein sequence of the target gene is MSEPAPEVPEELFREVKYYAVGDIDPQVIQLLKAGKAKEVSYNALASHIISEDGDNPEVGEAREVFDLPVVKPSWVTLSVQCGALLPVNGFSPESCQIFFGLTACLSQVSSEDRSALWALVTFHGGSCQLNLNKKCTHLIVPEPKGEKYERAVKRTSIKIVTPDWVLDCVSEKRRKDEAFYHPRLIIYEEEEEEEEEGDNEEQDSQNEGSTEKSSVASSAVASPAEQPCSPKPRAEVSKGELMFDDSSDSSPEKQERSLNWAPAEAPPLNTAQRRLPQGKGPGLINLCANVPPVPGDILP.... Result: 1 (interaction). (5) The protein sequence of the target gene is MCDQTFLVNVFGSCDKCFKQRALRPVFKKSQQLNYCSTCAEIMATDGLHENETLASLKSEAESLKGKLEEERAKLHDVELHQVAERVEALGQFVMKTRRTLKGHGNKVLCMDWCKDKRRIVSSSQDGKVIVWDSFTTNKEHAVTMPCTWVMACAYAPSGCAIACGGLDNKCSVYPLTFDKNENMAAKKKSVAMHTNYLSACSFTNSDMQILTASGDGTCALWDVESGQLLQSFHGHGADVLCLDLAPSETGNTFVSGGCDKKAMVWDMRSGQCVQAFETHESDVNSVRYYPSGDAFASGS.... Result: 0 (no interaction). The miRNA is mmu-miR-1946a with sequence AGCCGGGCAGUGGUGGCACACACUUUU. (6) The protein sequence of the target gene is MDPVAFKDVAVNFTQEEWALLDISQRKLYREVMLETFRNLTSLGKRWKDQNIEYEHQNPRRNFRSLIEEKVNEIKDDSHCGETFTPVPDDRLNFQEKKASPEVKSCESFVCGEVGLGNSSFNMNIRGDIGHKAYEYQEYGPKPCKCQQPKKAFRYRPSFRTQERDHTGEKPNACKVCGKTFISHSSVRRHMVMHSGDGPYKCKFCGKAFHCLRLYLIHERIHTGEKPCECKQCGKSFSYSATHRIHKRTHTGEKPYEYQECGKAFHSPRSYRRHERIHMGEKAYQCKECGKAFTCPRYVR.... The miRNA is hsa-miR-1202 with sequence GUGCCAGCUGCAGUGGGGGAG. Result: 0 (no interaction). (7) The miRNA is mmu-miR-539-3p with sequence CAUACAAGGAUAAUUUCUUUUU. The protein sequence of the target gene is MDPVGLQLGNKNLWSCLVRLLTKDPEWLNAKMKFFLPNTDLDSRNETLDPEQRVILQLNKLHVQGSDTWQSFIHCVCMQLEVPLDLEVLLLSTFGYDDGFTSQLGAEGKSQPESQLHHGLKRPHQSCGSSPRRKQCKKQQLELAKKYLQLLRTSAQQRYRSQIPGSGQPHAFHQVYVPPILRRATASLDTPEGAIMGDVKVEDGADVSISDLFNTRVNKGPRVTVLLGKAGMGKTTLAHRLCQKWAEGHLNCFQALFLFEFRQLNLITRFLTPSELLFDLYLSPESDHDTVFQYLEKNAD.... Result: 0 (no interaction).